Predict the product of the given reaction. From a dataset of Forward reaction prediction with 1.9M reactions from USPTO patents (1976-2016). Given the reactants [Br:1][C:2]1[CH:7]=[CH:6][CH:5]=[CH:4][C:3]=1[CH2:8][CH2:9][C:10](O)=[O:11], predict the reaction product. The product is: [Br:1][C:2]1[CH:7]=[CH:6][CH:5]=[CH:4][C:3]=1[CH2:8][CH2:9][CH2:10][OH:11].